From a dataset of Reaction yield outcomes from USPTO patents with 853,638 reactions. Predict the reaction yield, written as a fraction of the theoretical maximum amount of product (1.0 means a 100% yield; for example, 0.34 means a 34% yield). (1) The reactants are [N+:1]([C:4]1[C:12]([NH2:13])=[CH:11][CH:10]=[C:9]2[C:5]=1[CH2:6][CH2:7][CH2:8]2)([O-])=[O:2].[N:14]#[C:15][NH2:16].[CH]Cl.[OH-].[Na+]. The catalyst is O. The product is [N+:1]1([O-:2])[C:4]2[C:5]3[CH2:6][CH2:7][CH2:8][C:9]=3[CH:10]=[CH:11][C:12]=2[N:13]=[C:15]([NH2:16])[N:14]=1. The yield is 0.370. (2) The reactants are [C:1]([C:3]1[CH:8]=[CH:7][C:6]([C:9](=[O:15])[C:10](OCC)=[O:11])=[CH:5][CH:4]=1)#[N:2].[CH3:16][C@H:17]1[CH2:22][C@@H:21]([OH:23])[C@H:20]([CH:24]([CH3:26])[CH3:25])[CH2:19][CH2:18]1. The catalyst is CC(OC)(C)C.[O-]CC.[Ti+4].[O-]CC.[O-]CC.[O-]CC. The product is [C:1]([C:3]1[CH:4]=[CH:5][C:6]([C:9](=[O:15])[C:10]([O:23][C@@H:21]2[CH2:22][C@H:17]([CH3:16])[CH2:18][CH2:19][C@H:20]2[CH:24]([CH3:26])[CH3:25])=[O:11])=[CH:7][CH:8]=1)#[N:2]. The yield is 0.920. (3) The reactants are Cl[CH2:2][C:3]([N:5]1[C:14]2[C:9](=[CH:10][CH:11]=[CH:12][CH:13]=2)[CH2:8][CH2:7][CH2:6]1)=[O:4].[CH3:15][N:16]1[C:20]([C:21]2[CH:26]=[CH:25][CH:24]=[CH:23][CH:22]=2)=[CH:19][N:18]=[C:17]1[SH:27]. No catalyst specified. The product is [N:5]1([C:3](=[O:4])[CH2:2][S:27][C:17]2[N:16]([CH3:15])[C:20]([C:21]3[CH:26]=[CH:25][CH:24]=[CH:23][CH:22]=3)=[CH:19][N:18]=2)[C:14]2[C:9](=[CH:10][CH:11]=[CH:12][CH:13]=2)[CH2:8][CH2:7][CH2:6]1. The yield is 0.420. (4) The reactants are [NH2:1][C:2]1[C:7]([CH3:8])=[CH:6][CH:5]=[CH:4][N:3]=1.C(N(CC)CC)C.[C:16](Cl)(Cl)=[O:17].C1COCC1.Cl.[N:26]1([C:32]2[CH:37]=[CH:36][C:35]([NH:38][C:39]([C:41]3[N:42]=[C:43]([C:50]4[CH:55]=[CH:54][CH:53]=[CH:52][CH:51]=4)[O:44][C:45]=3[C:46]([F:49])([F:48])[F:47])=[O:40])=[CH:34][CH:33]=2)[CH2:31][CH2:30][NH:29][CH2:28][CH2:27]1. The catalyst is C(Cl)Cl.CN1CCCC1=O.C(OCC)(=O)C. The product is [CH3:8][C:7]1[C:2]([NH:1][C:16]([N:29]2[CH2:30][CH2:31][N:26]([C:32]3[CH:37]=[CH:36][C:35]([NH:38][C:39]([C:41]4[N:42]=[C:43]([C:50]5[CH:55]=[CH:54][CH:53]=[CH:52][CH:51]=5)[O:44][C:45]=4[C:46]([F:47])([F:49])[F:48])=[O:40])=[CH:34][CH:33]=3)[CH2:27][CH2:28]2)=[O:17])=[N:3][CH:4]=[CH:5][CH:6]=1. The yield is 0.160. (5) The reactants are [CH2:1](Br)[C:2]1[CH:7]=[CH:6][CH:5]=[CH:4][CH:3]=1.[F:9][C:10]1[CH:18]=[C:17]([Br:19])[CH:16]=[CH:15][C:11]=1[C:12]([OH:14])=[O:13].C([O-])([O-])=O.[Cs+].[Cs+]. The catalyst is C(Cl)Cl. The product is [CH2:1]([O:14][C:12](=[O:13])[C:11]1[CH:15]=[CH:16][C:17]([Br:19])=[CH:18][C:10]=1[F:9])[C:2]1[CH:7]=[CH:6][CH:5]=[CH:4][CH:3]=1. The yield is 1.00. (6) The reactants are [CH3:1][C:2]1[N:7]=[C:6]2[S:8][C:9]3[CH2:14][CH2:13][CH2:12][CH2:11][C:10]=3[C:5]2=[C:4]([CH2:15][C:16]2[CH:21]=[CH:20][CH:19]=[C:18]([O:22][CH3:23])[CH:17]=2)[C:3]=1[CH2:24][C:25]([O:27][CH3:28])=[O:26].[Li+].C[Si]([N-][Si](C)(C)C)(C)C.[CH2:39]1[CH2:43]OC[CH2:40]1.ICCC. The product is [CH3:1][C:2]1[N:7]=[C:6]2[S:8][C:9]3[CH2:14][CH2:13][CH2:12][CH2:11][C:10]=3[C:5]2=[C:4]([CH2:15][C:16]2[CH:21]=[CH:20][CH:19]=[C:18]([O:22][CH3:23])[CH:17]=2)[C:3]=1[CH:24]([CH2:40][CH2:39][CH3:43])[C:25]([O:27][CH3:28])=[O:26]. The catalyst is CN(C=O)C. The yield is 0.590.